From a dataset of Full USPTO retrosynthesis dataset with 1.9M reactions from patents (1976-2016). Predict the reactants needed to synthesize the given product. (1) Given the product [Cl:20][C:17]1[S:16][C:15]([C:13]2[N:14]=[C:9]([O:25][C:26]3[CH:27]=[CH:28][C:29]([CH2:32][C:33]([O:35][CH3:36])=[O:34])=[CH:30][CH:31]=3)[C:10]3[CH2:24][S:23][CH2:22][CH2:21][C:11]=3[N:12]=2)=[CH:19][CH:18]=1, predict the reactants needed to synthesize it. The reactants are: [Cl-].N1C=CC=NC=1.Cl[C:9]1[C:10]2[CH2:24][S:23][CH2:22][CH2:21][C:11]=2[N:12]=[C:13]([C:15]2[S:16][C:17]([Cl:20])=[CH:18][CH:19]=2)[N:14]=1.[OH:25][C:26]1[CH:31]=[CH:30][C:29]([CH2:32][C:33]([O:35][CH3:36])=[O:34])=[CH:28][CH:27]=1.FC1SC(C2N=C(OC3C=CC(CC(OC)=O)=CC=3)C3CSCC=3N=2)=CC=1. (2) Given the product [F:11][C:12]1[CH:13]=[C:14]([CH:17]=[C:18]([F:20])[CH:19]=1)[CH2:15][O:16][C:2]1[CH:7]=[CH:6][N:5]=[CH:4][C:3]=1[N+:8]([O-:10])=[O:9], predict the reactants needed to synthesize it. The reactants are: Cl[C:2]1[CH:7]=[CH:6][N:5]=[CH:4][C:3]=1[N+:8]([O-:10])=[O:9].[F:11][C:12]1[CH:13]=[C:14]([CH:17]=[C:18]([F:20])[CH:19]=1)[CH2:15][OH:16]. (3) Given the product [CH2:1]([O:8][C:9]1[CH:14]=[CH:13][N:12]([C:17]2[S:21][C:20]([C:22]([NH:24][CH2:25][C:26]3[CH:27]=[CH:28][C:29]([F:32])=[CH:30][CH:31]=3)=[O:23])=[C:19]([CH3:33])[CH:18]=2)[C:11](=[O:15])[CH:10]=1)[C:2]1[CH:3]=[CH:4][CH:5]=[CH:6][CH:7]=1, predict the reactants needed to synthesize it. The reactants are: [CH2:1]([O:8][C:9]1[CH:14]=[CH:13][NH:12][C:11](=[O:15])[CH:10]=1)[C:2]1[CH:7]=[CH:6][CH:5]=[CH:4][CH:3]=1.Br[C:17]1[S:21][C:20]([C:22]([NH:24][CH2:25][C:26]2[CH:31]=[CH:30][C:29]([F:32])=[CH:28][CH:27]=2)=[O:23])=[C:19]([CH3:33])[CH:18]=1. (4) Given the product [C:8]([C:5]1[CH:4]=[C:3]([CH2:1][CH3:2])[C:7](=[C:36]([C:44]2[CH:49]=[CH:48][CH:47]=[CH:46][CH:45]=2)[C:37]2[CH:42]=[CH:41][CH:40]=[CH:39][CH:38]=2)[CH:6]=1)([CH3:11])([CH3:10])[CH3:9], predict the reactants needed to synthesize it. The reactants are: [CH2:1]([C:3]1[CH2:7][CH:6]=[C:5]([C:8]([CH3:11])([CH3:10])[CH3:9])[CH:4]=1)[CH3:2].C(=O)=O.CO.CCCCCC.C([Li])CCC.CN1CCN(C)C1=O.[C:36]([C:44]1[CH:49]=[CH:48][CH:47]=[CH:46][CH:45]=1)(=O)[C:37]1[CH:42]=[CH:41][CH:40]=[CH:39][CH:38]=1.Cl.